Dataset: Catalyst prediction with 721,799 reactions and 888 catalyst types from USPTO. Task: Predict which catalyst facilitates the given reaction. (1) The catalyst class is: 176. Reactant: C(OC(=O)[NH:6][C:7]1([C:10]2[CH:15]=[N:14][CH:13]=[CH:12][N:11]=2)[CH2:9][CH2:8]1)C=C.N1CCOCC1. Product: [N:11]1[CH:12]=[CH:13][N:14]=[CH:15][C:10]=1[C:7]1([NH2:6])[CH2:9][CH2:8]1. (2) Product: [CH:1]1([CH2:4][C:5]([O:10][C:11]2[CH:33]=[CH:32][C:14]3[C:15]4[N:19]([CH2:20][CH2:21][O:22][C:13]=3[CH:12]=2)[CH:18]=[C:17]([C:23]2[N:24]([CH:29]([CH3:31])[CH3:30])[N:25]=[C:26]([CH3:28])[N:27]=2)[N:16]=4)([CH2:6][O:7][S:42]([CH3:41])(=[O:44])=[O:43])[CH2:8][O:9][S:42]([CH3:41])(=[O:44])=[O:43])[CH2:3][CH2:2]1. The catalyst class is: 2. Reactant: [CH:1]1([CH2:4][C:5]([O:10][C:11]2[CH:33]=[CH:32][C:14]3[C:15]4[N:19]([CH2:20][CH2:21][O:22][C:13]=3[CH:12]=2)[CH:18]=[C:17]([C:23]2[N:24]([CH:29]([CH3:31])[CH3:30])[N:25]=[C:26]([CH3:28])[N:27]=2)[N:16]=4)([CH2:8][OH:9])[CH2:6][OH:7])[CH2:3][CH2:2]1.CCN(CC)CC.[CH3:41][S:42](Cl)(=[O:44])=[O:43]. (3) Reactant: [Cl:1][C:2]1[CH:3]=[C:4]([SH:8])[CH:5]=[CH:6][CH:7]=1.[H-].[Na+].[CH2:11]([O:13][C:14](=[O:17])[CH2:15]Br)C. Product: [CH3:11][O:13][C:14](=[O:17])[CH2:15][S:8][C:4]1[CH:5]=[CH:6][CH:7]=[C:2]([Cl:1])[CH:3]=1. The catalyst class is: 3.